Regression. Given a peptide amino acid sequence and an MHC pseudo amino acid sequence, predict their binding affinity value. This is MHC class I binding data. From a dataset of Peptide-MHC class I binding affinity with 185,985 pairs from IEDB/IMGT. (1) The peptide sequence is MRHVLEPFRKA. The MHC is HLA-B27:05 with pseudo-sequence HLA-B27:05. The binding affinity (normalized) is 0.466. (2) The peptide sequence is RVWRGEQGK. The MHC is HLA-B40:01 with pseudo-sequence HLA-B40:01. The binding affinity (normalized) is 0.0847. (3) The peptide sequence is VTVTNVLLY. The MHC is HLA-A24:02 with pseudo-sequence HLA-A24:02. The binding affinity (normalized) is 0.261. (4) The MHC is HLA-A02:12 with pseudo-sequence HLA-A02:12. The binding affinity (normalized) is 0.0847. The peptide sequence is VYLPGRGGV. (5) The binding affinity (normalized) is 0.213. The MHC is HLA-C04:01 with pseudo-sequence HLA-C04:01. The peptide sequence is MTYLDGHPV.